This data is from Forward reaction prediction with 1.9M reactions from USPTO patents (1976-2016). The task is: Predict the product of the given reaction. (1) Given the reactants [CH3:1][C:2]1[CH:7]=[C:6]([CH3:8])[N:5]=[C:4]2[S:9][CH:10]=[C:11]([NH2:12])[C:3]=12.[F:13][C:14]([F:31])([F:30])[C:15]1[CH:16]=[C:17]([N:21]2[CH2:26][CH2:25][CH:24]([C:27](O)=[O:28])[CH2:23][CH2:22]2)[CH:18]=[CH:19][CH:20]=1, predict the reaction product. The product is: [CH3:1][C:2]1[CH:7]=[C:6]([CH3:8])[N:5]=[C:4]2[S:9][CH:10]=[C:11]([NH:12][C:27]([CH:24]3[CH2:23][CH2:22][N:21]([C:17]4[CH:18]=[CH:19][CH:20]=[C:15]([C:14]([F:31])([F:13])[F:30])[CH:16]=4)[CH2:26][CH2:25]3)=[O:28])[C:3]=12. (2) Given the reactants [C:1]([O:5][C:6]([N:8]1[C@H:12]([C:13]([OH:15])=O)[CH2:11][S:10][C@@H:9]1[C:16]1[CH:17]=[N:18][CH:19]=[CH:20][CH:21]=1)=[O:7])([CH3:4])([CH3:3])[CH3:2].C(OC(N1[C@H](C(O)=O)CS[C@H]1C1C=NC=CC=1)=O)(C)(C)C.CCN(C(C)C)C(C)C.CN(C(ON1N=NC2C=CC=NC1=2)=[N+](C)C)C.F[P-](F)(F)(F)(F)F.[NH2:76][C:77]1[S:78][CH:79]=[C:80]([C:82]2[CH:93]=[CH:92][C:85]([C:86]([NH:88][CH:89]3[CH2:91][CH2:90]3)=[O:87])=[CH:84][CH:83]=2)[N:81]=1, predict the reaction product. The product is: [C:1]([O:5][C:6]([N:8]1[CH:12]([C:13](=[O:15])[NH:76][C:77]2[S:78][CH:79]=[C:80]([C:82]3[CH:83]=[CH:84][C:85]([C:86](=[O:87])[NH:88][CH:89]4[CH2:91][CH2:90]4)=[CH:92][CH:93]=3)[N:81]=2)[CH2:11][S:10][CH:9]1[C:16]1[CH:17]=[N:18][CH:19]=[CH:20][CH:21]=1)=[O:7])([CH3:2])([CH3:3])[CH3:4]. (3) Given the reactants [Cl:1][C:2]1[C:3]([O:12][C:13]2[CH:18]=[C:17]([OH:19])[CH:16]=[CH:15][C:14]=2[CH2:20][CH2:21][C:22]([O:24][CH2:25][CH3:26])=[O:23])=[N:4][CH:5]=[C:6]([C:8]([F:11])([F:10])[F:9])[CH:7]=1.[O:27]1[CH:31]=[CH:30][CH:29]=[C:28]1[CH2:32]O.C(P(CCCC)CCCC)CCC.N(C(N1CCCCC1)=O)=NC(N1CCCCC1)=O, predict the reaction product. The product is: [Cl:1][C:2]1[C:3]([O:12][C:13]2[CH:18]=[C:17]([O:19][CH2:32][C:28]3[O:27][CH:31]=[CH:30][CH:29]=3)[CH:16]=[CH:15][C:14]=2[CH2:20][CH2:21][C:22]([O:24][CH2:25][CH3:26])=[O:23])=[N:4][CH:5]=[C:6]([C:8]([F:9])([F:11])[F:10])[CH:7]=1. (4) Given the reactants CC1C=CC(S([O:11][C:12]2[CH:17]=[CH:16][C:15]([Br:18])=[C:14]([O:19][CH2:20][CH2:21][N:22]3[CH2:27][CH2:26][CH2:25][CH2:24][CH2:23]3)[CH:13]=2)(=O)=O)=CC=1.[OH-].[K+].Cl.C(=O)(O)[O-].[Na+], predict the reaction product. The product is: [Br:18][C:15]1[CH:16]=[CH:17][C:12]([OH:11])=[CH:13][C:14]=1[O:19][CH2:20][CH2:21][N:22]1[CH2:27][CH2:26][CH2:25][CH2:24][CH2:23]1. (5) Given the reactants C(N=[N+]=[N-])C1C=CC=CC=1.[N:11]([CH2:14][CH2:15][C:16]1[CH:21]=[CH:20][C:19]([F:22])=[CH:18][CH:17]=1)=[N+:12]=[N-:13].[C:23]([C:25]1[S:26][C:27]([C:31]([O:33][CH2:34][CH3:35])=[O:32])=[C:28]([CH3:30])[N:29]=1)#[CH:24], predict the reaction product. The product is: [F:22][C:19]1[CH:20]=[CH:21][C:16]([CH2:15][CH2:14][N:11]2[CH:24]=[C:23]([C:25]3[S:26][C:27]([C:31]([O:33][CH2:34][CH3:35])=[O:32])=[C:28]([CH3:30])[N:29]=3)[N:13]=[N:12]2)=[CH:17][CH:18]=1. (6) Given the reactants C([O:8][C:9]1[CH:17]=[CH:16][CH:15]=[C:14]2[C:10]=1[CH:11]=[C:12]([C:19]([OH:21])=O)[N:13]2[CH3:18])C1C=CC=CC=1.[Cl:22][C:23]1[CH:30]=[CH:29][C:26]([CH2:27][NH2:28])=[CH:25][CH:24]=1, predict the reaction product. The product is: [Cl:22][C:23]1[CH:30]=[CH:29][C:26]([CH2:27][NH:28][C:19]([C:12]2[N:13]([CH3:18])[C:14]3[C:10]([CH:11]=2)=[C:9]([OH:8])[CH:17]=[CH:16][CH:15]=3)=[O:21])=[CH:25][CH:24]=1. (7) Given the reactants [NH2:1][C:2]1[S:3][C:4]([C:9]([CH3:12])([CH3:11])[CH3:10])=[CH:5][C:6]=1[C:7]#[N:8].[H-].[Na+].F[C:16]1[CH:21]=[CH:20][CH:19]=[CH:18][C:17]=1[N+:22]([O-:24])=[O:23].Cl, predict the reaction product. The product is: [C:9]([C:4]1[S:3][C:2]([NH:1][C:16]2[CH:21]=[CH:20][CH:19]=[CH:18][C:17]=2[N+:22]([O-:24])=[O:23])=[C:6]([C:7]#[N:8])[CH:5]=1)([CH3:12])([CH3:11])[CH3:10]. (8) The product is: [Cl:20][C:14]1[C:15]([Cl:19])=[CH:16][CH:17]=[CH:18][C:13]=1[CH2:12][C:11]1[C:10]([C:21]([F:24])([F:23])[F:22])=[N:9][N:5]2[C:6]([OH:8])=[CH:7][C:2]([N:25]3[CH2:30][CH2:29][O:28][CH2:27][CH2:26]3)=[N:3][C:4]=12. Given the reactants Cl[C:2]1[CH:7]=[C:6]([OH:8])[N:5]2[N:9]=[C:10]([C:21]([F:24])([F:23])[F:22])[C:11]([CH2:12][C:13]3[CH:18]=[CH:17][CH:16]=[C:15]([Cl:19])[C:14]=3[Cl:20])=[C:4]2[N:3]=1.[NH:25]1[CH2:30][CH2:29][O:28][CH2:27][CH2:26]1, predict the reaction product.